This data is from NCI-60 drug combinations with 297,098 pairs across 59 cell lines. The task is: Regression. Given two drug SMILES strings and cell line genomic features, predict the synergy score measuring deviation from expected non-interaction effect. (1) Drug 1: CC1C(C(=O)NC(C(=O)N2CCCC2C(=O)N(CC(=O)N(C(C(=O)O1)C(C)C)C)C)C(C)C)NC(=O)C3=C4C(=C(C=C3)C)OC5=C(C(=O)C(=C(C5=N4)C(=O)NC6C(OC(=O)C(N(C(=O)CN(C(=O)C7CCCN7C(=O)C(NC6=O)C(C)C)C)C)C(C)C)C)N)C. Drug 2: C1C(C(OC1N2C=C(C(=O)NC2=O)F)CO)O. Cell line: ACHN. Synergy scores: CSS=28.6, Synergy_ZIP=-6.88, Synergy_Bliss=-3.54, Synergy_Loewe=-7.87, Synergy_HSA=-1.24. (2) Drug 1: CC1=C2C(C(=O)C3(C(CC4C(C3C(C(C2(C)C)(CC1OC(=O)C(C(C5=CC=CC=C5)NC(=O)OC(C)(C)C)O)O)OC(=O)C6=CC=CC=C6)(CO4)OC(=O)C)OC)C)OC. Synergy scores: CSS=14.9, Synergy_ZIP=-10.3, Synergy_Bliss=-8.73, Synergy_Loewe=-6.72, Synergy_HSA=-6.24. Drug 2: C1CN1P(=S)(N2CC2)N3CC3. Cell line: MALME-3M. (3) Drug 1: CCC(=C(C1=CC=CC=C1)C2=CC=C(C=C2)OCCN(C)C)C3=CC=CC=C3.C(C(=O)O)C(CC(=O)O)(C(=O)O)O. Drug 2: CNC(=O)C1=NC=CC(=C1)OC2=CC=C(C=C2)NC(=O)NC3=CC(=C(C=C3)Cl)C(F)(F)F. Cell line: SR. Synergy scores: CSS=-10.8, Synergy_ZIP=3.03, Synergy_Bliss=-5.48, Synergy_Loewe=-17.6, Synergy_HSA=-17.1. (4) Drug 1: C1=NC2=C(N1)C(=S)N=C(N2)N. Drug 2: CC1=C2C(C(=O)C3(C(CC4C(C3C(C(C2(C)C)(CC1OC(=O)C(C(C5=CC=CC=C5)NC(=O)OC(C)(C)C)O)O)OC(=O)C6=CC=CC=C6)(CO4)OC(=O)C)O)C)O. Cell line: MCF7. Synergy scores: CSS=38.4, Synergy_ZIP=-13.2, Synergy_Bliss=-8.81, Synergy_Loewe=-6.01, Synergy_HSA=-2.72. (5) Drug 1: C1CCC(C1)C(CC#N)N2C=C(C=N2)C3=C4C=CNC4=NC=N3. Drug 2: CC1CCC2CC(C(=CC=CC=CC(CC(C(=O)C(C(C(=CC(C(=O)CC(OC(=O)C3CCCCN3C(=O)C(=O)C1(O2)O)C(C)CC4CCC(C(C4)OC)O)C)C)O)OC)C)C)C)OC. Cell line: ACHN. Synergy scores: CSS=29.6, Synergy_ZIP=-1.81, Synergy_Bliss=2.51, Synergy_Loewe=-14.9, Synergy_HSA=3.35.